From a dataset of CYP2C19 inhibition data for predicting drug metabolism from PubChem BioAssay. Regression/Classification. Given a drug SMILES string, predict its absorption, distribution, metabolism, or excretion properties. Task type varies by dataset: regression for continuous measurements (e.g., permeability, clearance, half-life) or binary classification for categorical outcomes (e.g., BBB penetration, CYP inhibition). Dataset: cyp2c19_veith. (1) The compound is CCN(CC(=O)NC1CCS(=O)(=O)C1)c1ccc(S(C)(=O)=O)cc1[N+](=O)[O-]. The result is 0 (non-inhibitor). (2) The molecule is COc1ccc(C(OCCN2CCC[C@@H](C(=O)O)C2)(c2ccc(OC)cc2)c2ccc(OC)cc2)cc1. The result is 0 (non-inhibitor). (3) The drug is COc1cccc(C(=O)Nc2cc(C(F)(F)F)ccc2Cl)c1. The result is 1 (inhibitor). (4) The drug is C=CCN=C(NC#N)SCc1ccccc1. The result is 1 (inhibitor). (5) The compound is O=C(O)CCn1cnc2c(=S)nc[nH]c21. The result is 0 (non-inhibitor). (6) The molecule is COc1ccc(CNC(=O)C2CC(c3cccc([N+](=O)[O-])c3)=NO2)cc1. The result is 1 (inhibitor). (7) The result is 0 (non-inhibitor). The drug is CN(C)CCCCN1CCc2c(n(C)c3ccccc23)C1=O.Cl.